This data is from Reaction yield outcomes from USPTO patents with 853,638 reactions. The task is: Predict the reaction yield, written as a fraction of the theoretical maximum amount of product (1.0 means a 100% yield; for example, 0.34 means a 34% yield). The reactants are [CH3:1][C:2]1[CH:7]=[CH:6][C:5]([CH3:8])=[CH:4][C:3]=1[OH:9].C(N(CC)CC)C.[Cl-].[Mg+2].[Cl-].[CH2:20]=[O:21]. The catalyst is C(#N)C. The product is [CH3:1][C:2]1[C:3]([OH:9])=[C:4]([C:5]([CH3:8])=[CH:6][CH:7]=1)[CH:20]=[O:21]. The yield is 0.420.